The task is: Regression. Given two drug SMILES strings and cell line genomic features, predict the synergy score measuring deviation from expected non-interaction effect.. This data is from NCI-60 drug combinations with 297,098 pairs across 59 cell lines. (1) Drug 1: CC12CCC3C(C1CCC2O)C(CC4=C3C=CC(=C4)O)CCCCCCCCCS(=O)CCCC(C(F)(F)F)(F)F. Drug 2: CNC(=O)C1=NC=CC(=C1)OC2=CC=C(C=C2)NC(=O)NC3=CC(=C(C=C3)Cl)C(F)(F)F. Cell line: CCRF-CEM. Synergy scores: CSS=1.79, Synergy_ZIP=4.38, Synergy_Bliss=7.47, Synergy_Loewe=6.32, Synergy_HSA=1.11. (2) Drug 1: CC1C(C(CC(O1)OC2CC(CC3=C2C(=C4C(=C3O)C(=O)C5=C(C4=O)C(=CC=C5)OC)O)(C(=O)CO)O)N)O.Cl. Drug 2: C1=CC=C(C(=C1)C(C2=CC=C(C=C2)Cl)C(Cl)Cl)Cl. Cell line: DU-145. Synergy scores: CSS=17.0, Synergy_ZIP=12.3, Synergy_Bliss=12.2, Synergy_Loewe=-63.5, Synergy_HSA=-4.82. (3) Drug 1: C1=C(C(=O)NC(=O)N1)F. Drug 2: CCCCC(=O)OCC(=O)C1(CC(C2=C(C1)C(=C3C(=C2O)C(=O)C4=C(C3=O)C=CC=C4OC)O)OC5CC(C(C(O5)C)O)NC(=O)C(F)(F)F)O. Cell line: NCIH23. Synergy scores: CSS=38.2, Synergy_ZIP=-9.60, Synergy_Bliss=-10.6, Synergy_Loewe=-8.90, Synergy_HSA=-8.84. (4) Drug 1: CC(CN1CC(=O)NC(=O)C1)N2CC(=O)NC(=O)C2. Drug 2: CC1=C(N=C(N=C1N)C(CC(=O)N)NCC(C(=O)N)N)C(=O)NC(C(C2=CN=CN2)OC3C(C(C(C(O3)CO)O)O)OC4C(C(C(C(O4)CO)O)OC(=O)N)O)C(=O)NC(C)C(C(C)C(=O)NC(C(C)O)C(=O)NCCC5=NC(=CS5)C6=NC(=CS6)C(=O)NCCC[S+](C)C)O. Cell line: HCT-15. Synergy scores: CSS=18.3, Synergy_ZIP=-4.14, Synergy_Bliss=-0.858, Synergy_Loewe=-4.52, Synergy_HSA=2.42. (5) Drug 1: C1C(C(OC1N2C=C(C(=O)NC2=O)F)CO)O. Drug 2: CCC1(C2=C(COC1=O)C(=O)N3CC4=CC5=C(C=CC(=C5CN(C)C)O)N=C4C3=C2)O.Cl. Cell line: HCC-2998. Synergy scores: CSS=57.0, Synergy_ZIP=-8.94, Synergy_Bliss=-10.6, Synergy_Loewe=-7.64, Synergy_HSA=-0.320. (6) Drug 1: CC(CN1CC(=O)NC(=O)C1)N2CC(=O)NC(=O)C2. Drug 2: CC1=C(C(=O)C2=C(C1=O)N3CC4C(C3(C2COC(=O)N)OC)N4)N. Cell line: NCI-H322M. Synergy scores: CSS=10.2, Synergy_ZIP=-4.14, Synergy_Bliss=-1.65, Synergy_Loewe=-11.8, Synergy_HSA=-2.97. (7) Drug 1: CN1CCC(CC1)COC2=C(C=C3C(=C2)N=CN=C3NC4=C(C=C(C=C4)Br)F)OC. Drug 2: C1=CN(C=N1)CC(O)(P(=O)(O)O)P(=O)(O)O. Cell line: SF-539. Synergy scores: CSS=11.4, Synergy_ZIP=-2.19, Synergy_Bliss=0.453, Synergy_Loewe=-4.09, Synergy_HSA=2.06.